Dataset: Forward reaction prediction with 1.9M reactions from USPTO patents (1976-2016). Task: Predict the product of the given reaction. (1) Given the reactants [CH3:1][O:2][C:3]1[CH:4]=[C:5]([CH:8]=[CH:9][C:10]=1[CH3:11])[CH:6]=O.[C:12]([CH2:14]P(C1C=CC=CC=1)(C1C=CC=CC=1)C1C=CC=CC=1)#[N:13], predict the reaction product. The product is: [CH3:1][O:2][C:3]1[CH:4]=[C:5]([CH:6]=[CH:14][C:12]#[N:13])[CH:8]=[CH:9][C:10]=1[CH3:11]. (2) Given the reactants [N:1]1([CH2:7][CH2:8][NH:9][C:10](=[O:16])[O:11][C:12]([CH3:15])([CH3:14])[CH3:13])[CH2:6][CH2:5][NH:4][CH2:3][CH2:2]1.[Cl:17][C:18]1[CH:19]=[C:20]([CH:24]=[CH:25][C:26]=1[Cl:27])[C:21](Cl)=[O:22], predict the reaction product. The product is: [Cl:17][C:18]1[CH:19]=[C:20]([CH:24]=[CH:25][C:26]=1[Cl:27])[C:21]([N:4]1[CH2:3][CH2:2][N:1]([CH2:7][CH2:8][NH:9][C:10](=[O:16])[O:11][C:12]([CH3:13])([CH3:15])[CH3:14])[CH2:6][CH2:5]1)=[O:22]. (3) Given the reactants C(N(CC)CC)C.[Cl:8][C:9]1[CH:17]=[CH:16][C:12]([C:13]([OH:15])=O)=[CH:11][C:10]=1[NH:18][C:19]([C:21]1[C:22](=[O:33])[NH:23][C:24]2[C:29]([CH:30]=1)=[CH:28][CH:27]=[C:26]([O:31][CH3:32])[N:25]=2)=[O:20].CN(C(ON1N=NC2C=CC=NC1=2)=[N+](C)C)C.F[P-](F)(F)(F)(F)F.[Cl:58][C:59]1[CH:60]=[C:61]([CH:64]=[CH:65][CH:66]=1)[CH2:62][NH2:63], predict the reaction product. The product is: [Cl:8][C:9]1[CH:17]=[CH:16][C:12]([C:13](=[O:15])[NH:63][CH2:62][C:61]2[CH:64]=[CH:65][CH:66]=[C:59]([Cl:58])[CH:60]=2)=[CH:11][C:10]=1[NH:18][C:19]([C:21]1[C:22](=[O:33])[NH:23][C:24]2[C:29]([CH:30]=1)=[CH:28][CH:27]=[C:26]([O:31][CH3:32])[N:25]=2)=[O:20]. (4) Given the reactants [Cl:1][C:2]1[CH:3]=[C:4]([C:8]2[C:9]3[N:18]([CH2:19][C@H:20]4[CH2:25][CH2:24][C@H:23]([CH3:26])[CH2:22][CH2:21]4)[CH:17]=[C:16]([CH2:27][CH2:28][C:29]4[CH:30]=[N:31][CH:32]=[CH:33][CH:34]=4)[C:10]=3[N:11]=C(C#N)[N:13]=2)[CH:5]=[N:6][CH:7]=1.[OH-:35].[Na+].[CH2:37]([OH:39])[CH3:38], predict the reaction product. The product is: [Cl:1][C:2]1[CH:3]=[C:4]([C:8]2[C:9]3[N:18]([CH2:19][C@H:20]4[CH2:25][CH2:24][C@H:23]([CH3:26])[CH2:22][CH2:21]4)[CH:17]=[C:16]([CH2:27][CH2:28][C:29]4[CH:30]=[N:31][CH:32]=[CH:33][CH:34]=4)[C:10]=3[N:11]=[C:38]([C:37]([OH:35])=[O:39])[N:13]=2)[CH:5]=[N:6][CH:7]=1.